This data is from TCR-epitope binding with 47,182 pairs between 192 epitopes and 23,139 TCRs. The task is: Binary Classification. Given a T-cell receptor sequence (or CDR3 region) and an epitope sequence, predict whether binding occurs between them. The epitope is SEISMDNSPNL. The TCR CDR3 sequence is CASSDRRVGTNVLTF. Result: 0 (the TCR does not bind to the epitope).